The task is: Regression. Given a peptide amino acid sequence and an MHC pseudo amino acid sequence, predict their binding affinity value. This is MHC class I binding data.. This data is from Peptide-MHC class I binding affinity with 185,985 pairs from IEDB/IMGT. (1) The peptide sequence is IQAGVDRFY. The MHC is HLA-B15:01 with pseudo-sequence HLA-B15:01. The binding affinity (normalized) is 0.515. (2) The peptide sequence is PMVIENGILK. The MHC is HLA-A68:01 with pseudo-sequence HLA-A68:01. The binding affinity (normalized) is 0.475. (3) The peptide sequence is RFRNHMCLV. The MHC is HLA-A30:01 with pseudo-sequence HLA-A30:01. The binding affinity (normalized) is 0.682. (4) The peptide sequence is RPVGISSMV. The MHC is HLA-B58:01 with pseudo-sequence HLA-B58:01. The binding affinity (normalized) is 0.0847. (5) The peptide sequence is SIGKMFESTY. The MHC is HLA-A01:01 with pseudo-sequence HLA-A01:01. The binding affinity (normalized) is 0.0992. (6) The peptide sequence is CRGEFLYCK. The MHC is HLA-B27:05 with pseudo-sequence HLA-B27:05. The binding affinity (normalized) is 0.438. (7) The peptide sequence is GELDRWEKI. The MHC is HLA-A30:02 with pseudo-sequence HLA-A30:02. The binding affinity (normalized) is 0.